Dataset: Peptide-MHC class II binding affinity with 134,281 pairs from IEDB. Task: Regression. Given a peptide amino acid sequence and an MHC pseudo amino acid sequence, predict their binding affinity value. This is MHC class II binding data. (1) The peptide sequence is GELQIVDKTDAAFKI. The MHC is DRB1_1201 with pseudo-sequence DRB1_1201. The binding affinity (normalized) is 0.315. (2) The MHC is DRB1_0901 with pseudo-sequence DRB1_0901. The binding affinity (normalized) is 0.631. The peptide sequence is AFKVAATAANAAPAD.